This data is from Catalyst prediction with 721,799 reactions and 888 catalyst types from USPTO. The task is: Predict which catalyst facilitates the given reaction. (1) Reactant: [CH2:1]([O:8][C:9](=[O:33])[C@@H:10]([NH:20][C:21](=[O:32])[C@@H:22]([NH:24][C:25](OC(C)(C)C)=[O:26])[CH3:23])[CH2:11][C:12]1[CH:17]=[CH:16][C:15]([O:18][CH3:19])=[CH:14][CH:13]=1)[C:2]1[CH:7]=[CH:6][CH:5]=[CH:4][CH:3]=1.FC(F)(F)C(O)=O.C(N(CC)C(C)C)(C)C.[O:50]1[CH2:55][CH2:54][N:53]([CH2:56]C(O)=O)[CH2:52][CH2:51]1.CN(C(ON1N=NC2C=CC=NC1=2)=[N+](C)C)C.F[P-](F)(F)(F)(F)F. Product: [CH2:1]([O:8][C:9](=[O:33])[C@@H:10]([NH:20][C:21](=[O:32])[C@@H:22]([NH:24][C:25](=[O:26])[CH2:56][N:53]1[CH2:54][CH2:55][O:50][CH2:51][CH2:52]1)[CH3:23])[CH2:11][C:12]1[CH:17]=[CH:16][C:15]([O:18][CH3:19])=[CH:14][CH:13]=1)[C:2]1[CH:3]=[CH:4][CH:5]=[CH:6][CH:7]=1. The catalyst class is: 4. (2) Reactant: C([N:4]1[CH2:9][CH2:8][N:7]([CH:10]2[CH2:15][CH2:14][CH:13]([N:16]3[C:20]4=[N:21][CH:22]=[N:23][C:24]([NH:25]C(=O)OC(C)(C)C)=[C:19]4[C:18]([C:33]4[CH:38]=[CH:37][C:36](OC5C=CC=CC=5)=[C:35]([NH2:46])[CH:34]=4)=[N:17]3)[CH2:12][CH2:11]2)[CH2:6][CH2:5]1)(=O)C.[C:47](Cl)(=[O:50])[CH:48]=[CH2:49].[F:52][C:53]([F:58])([F:57])[C:54]([OH:56])=[O:55]. Product: [NH2:25][C:24]1[N:23]=[CH:22][N:21]=[C:20]2[N:16]([CH:13]3[CH2:12][CH2:11][CH:10]([N:7]4[CH2:6][CH2:5][NH:4][CH2:9][CH2:8]4)[CH2:15][CH2:14]3)[N:17]=[C:18]([C:33]3[CH:38]=[CH:37][C:36]([O:56][C:54]4[CH:53]=[CH:12][CH:11]=[CH:10][CH:15]=4)=[C:35]([NH:46][C:47](=[O:50])[CH:48]=[CH2:49])[CH:34]=3)[C:19]=12.[C:54]([OH:56])([C:53]([F:58])([F:57])[F:52])=[O:55]. The catalyst class is: 112. (3) Reactant: [Br:1][C:2]1[CH:3]=[CH:4][C:5]([Cl:9])=[C:6]([OH:8])[CH:7]=1.Cl[CH2:11][CH2:12][S:13][CH3:14].C(=O)([O-])[O-].[Cs+].[Cs+]. Product: [Br:1][C:2]1[CH:3]=[CH:4][C:5]([Cl:9])=[C:6]([CH:7]=1)[O:8][CH2:11][CH2:12][S:13][CH3:14]. The catalyst class is: 3. (4) Reactant: [Br:1][C:2]1[CH:3]=[C:4]([CH:6]=[CH:7][CH:8]=1)[NH2:5].[CH2:9]([O:11][C:12](=[O:26])[CH:13]([C:18](=O)[C:19]1[CH:24]=[CH:23][CH:22]=[CH:21][CH:20]=1)[CH2:14][C:15](=O)[CH3:16])[CH3:10].CC1C=CC(S(O)(=O)=O)=CC=1. Product: [CH2:9]([O:11][C:12]([C:13]1[CH:14]=[C:15]([CH3:16])[N:5]([C:4]2[CH:6]=[CH:7][CH:8]=[C:2]([Br:1])[CH:3]=2)[C:18]=1[C:19]1[CH:20]=[CH:21][CH:22]=[CH:23][CH:24]=1)=[O:26])[CH3:10]. The catalyst class is: 511. (5) Reactant: [CH2:1]([NH:5][C:6]([CH:8]1[CH2:13][CH2:12][CH2:11][N:10]([C:14]2[N:19]=[C:18]([CH3:20])[C:17]([CH:21]([CH2:26][CH2:27][CH3:28])[C:22]([O:24]C)=[O:23])=[C:16]([C:29]3[CH:34]=[CH:33][C:32]([CH3:35])=[CH:31][CH:30]=3)[N:15]=2)[CH2:9]1)=[O:7])[CH:2]([CH3:4])[CH3:3].[OH-].[Na+]. Product: [CH2:1]([NH:5][C:6]([CH:8]1[CH2:13][CH2:12][CH2:11][N:10]([C:14]2[N:19]=[C:18]([CH3:20])[C:17]([CH:21]([CH2:26][CH2:27][CH3:28])[C:22]([OH:24])=[O:23])=[C:16]([C:29]3[CH:30]=[CH:31][C:32]([CH3:35])=[CH:33][CH:34]=3)[N:15]=2)[CH2:9]1)=[O:7])[CH:2]([CH3:4])[CH3:3]. The catalyst class is: 5. (6) Reactant: Br[CH2:2][C:3]([C:5]1[CH:13]=[CH:12][C:8]([C:9]([OH:11])=O)=[CH:7][CH:6]=1)=[O:4].C1(P(C2C=CC=CC=2)C2C=CC=CC=2)C=CC=CC=1.[CH3:33][O:34][C:35]([C:37]1[CH:38]=[C:39]2[C:44](=[CH:45][CH:46]=1)[N:43]=[C:42]([CH:47]=O)[CH:41]=[C:40]2[N:49]1[CH2:54][CH2:53][O:52][CH2:51][CH2:50]1)=[O:36].[N:55]1[CH:60]=[CH:59][CH:58]=[CH:57]C=1. Product: [CH3:33][O:34][C:35]([C:37]1[CH:38]=[C:39]2[C:44](=[CH:45][CH:46]=1)[N:43]=[C:42]([CH:47]=[CH:2][C:3](=[O:4])[C:5]1[CH:6]=[CH:7][C:8]([C:9]([N:55]3[CH2:57][CH2:58][CH2:59][CH2:60]3)=[O:11])=[CH:12][CH:13]=1)[CH:41]=[C:40]2[N:49]1[CH2:50][CH2:51][O:52][CH2:53][CH2:54]1)=[O:36]. The catalyst class is: 11. (7) Reactant: FC(F)(F)S([O:6][S:7]([C:10]([F:13])([F:12])[F:11])(=[O:9])=[O:8])(=O)=O.[CH2:16]([N:19]([S:42]([CH2:45][C:46]1[CH:51]=[CH:50][CH:49]=[CH:48][CH:47]=1)(=[O:44])=[O:43])[C:20]([CH:22]1[CH2:27][CH2:26][N:25]([C:28]2[NH:33][C:32](=O)[C:31]([C:35]([O:37][CH2:38][CH3:39])=[O:36])=[CH:30][C:29]=2[C:40]#[N:41])[CH2:24][CH2:23]1)=[O:21])[CH:17]=[CH2:18].C([O-])(O)=O.[Na+]. The catalyst class is: 2. Product: [CH2:16]([N:19]([S:42]([CH2:45][C:46]1[CH:47]=[CH:48][CH:49]=[CH:50][CH:51]=1)(=[O:44])=[O:43])[C:20]([CH:22]1[CH2:23][CH2:24][N:25]([C:28]2[C:29]([C:40]#[N:41])=[CH:30][C:31]([C:35]([O:37][CH2:38][CH3:39])=[O:36])=[C:32]([O:6][S:7]([C:10]([F:11])([F:12])[F:13])(=[O:8])=[O:9])[N:33]=2)[CH2:26][CH2:27]1)=[O:21])[CH:17]=[CH2:18].